This data is from NCI-60 drug combinations with 297,098 pairs across 59 cell lines. The task is: Regression. Given two drug SMILES strings and cell line genomic features, predict the synergy score measuring deviation from expected non-interaction effect. (1) Drug 1: C1=CN(C=N1)CC(O)(P(=O)(O)O)P(=O)(O)O. Drug 2: CCC1(C2=C(COC1=O)C(=O)N3CC4=CC5=C(C=CC(=C5CN(C)C)O)N=C4C3=C2)O.Cl. Cell line: SN12C. Synergy scores: CSS=27.0, Synergy_ZIP=-4.04, Synergy_Bliss=-2.16, Synergy_Loewe=-36.4, Synergy_HSA=-2.42. (2) Drug 1: C1CC(=O)NC(=O)C1N2C(=O)C3=CC=CC=C3C2=O. Drug 2: CC1=C(C(=O)C2=C(C1=O)N3CC4C(C3(C2COC(=O)N)OC)N4)N. Cell line: HOP-92. Synergy scores: CSS=8.79, Synergy_ZIP=-1.63, Synergy_Bliss=3.67, Synergy_Loewe=-6.55, Synergy_HSA=1.22.